This data is from Catalyst prediction with 721,799 reactions and 888 catalyst types from USPTO. The task is: Predict which catalyst facilitates the given reaction. (1) Product: [CH3:9][C:7]1[NH:6][C:5]2[S:1][CH:2]=[CH:3][C:4]=2[CH:8]=1. Reactant: [S:1]1[C:5]2[NH:6][C:7]([C:9]([O-])=O)=[CH:8][C:4]=2[CH:3]=[CH:2]1.[H-].[Al+3].[Li+].[H-].[H-].[H-]. The catalyst class is: 1. (2) Reactant: C1C(=O)N([Br:8])C(=O)C1.[NH:9]1[CH:13]=[CH:12][C:11]([C:14]([O:16][CH3:17])=[O:15])=[CH:10]1. Product: [Br:8][C:13]1[NH:9][CH:10]=[C:11]([C:14]([O:16][CH3:17])=[O:15])[CH:12]=1. The catalyst class is: 1. (3) Reactant: [F:1][C:2]1[CH:26]=[CH:25][C:5]2[N:6]([CH:10]3[CH2:15][CH2:14][N:13](C(OC(C)(C)C)=O)[CH2:12][CH:11]3[O:23][CH3:24])[C:7]([CH3:9])=[N:8][C:4]=2[CH:3]=1.[ClH:27]. Product: [ClH:27].[ClH:27].[F:1][C:2]1[CH:26]=[CH:25][C:5]2[N:6]([CH:10]3[CH2:15][CH2:14][NH:13][CH2:12][CH:11]3[O:23][CH3:24])[C:7]([CH3:9])=[N:8][C:4]=2[CH:3]=1. The catalyst class is: 12. (4) Reactant: [CH3:1][S:2]([CH2:5][C:6]1[CH:15]=[CH:14][C:9]([C:10]([O:12]C)=[O:11])=[CH:8][N:7]=1)(=[O:4])=[O:3].[OH-].[Li+]. Product: [CH3:1][S:2]([CH2:5][C:6]1[CH:15]=[CH:14][C:9]([C:10]([OH:12])=[O:11])=[CH:8][N:7]=1)(=[O:4])=[O:3]. The catalyst class is: 193. (5) Reactant: [OH:1][CH:2]1[CH2:7][CH2:6][CH:5]([NH:8][C:9](=[O:18])[O:10][CH2:11][C:12]2[CH:17]=[CH:16][CH:15]=[CH:14][CH:13]=2)[CH2:4][CH2:3]1.C1C=C[NH+]=CC=1.[O-][Cr](Cl)(=O)=O. Product: [O:1]=[C:2]1[CH2:7][CH2:6][CH:5]([NH:8][C:9](=[O:18])[O:10][CH2:11][C:12]2[CH:13]=[CH:14][CH:15]=[CH:16][CH:17]=2)[CH2:4][CH2:3]1. The catalyst class is: 2. (6) Reactant: Cl.[F:2][C:3]1([F:9])[CH2:7][CH2:6][CH:5]([NH2:8])[CH2:4]1.[N-:10]([C:13]#[N:14])[C:11]#[N:12].[Na+]. Product: [F:2][C:3]1([F:9])[CH2:7][CH2:6][CH:5]([NH:8][C:11]([NH:10][C:13]([NH:8][CH:5]2[CH2:6][CH2:7][C:3]([F:9])([F:2])[CH2:4]2)=[NH:14])=[NH:12])[CH2:4]1. The catalyst class is: 5. (7) Reactant: [O:1]=[C:2]1[CH2:6][CH2:5][C@H:4]([CH2:7][C@H:8]([C:12]2[CH:17]=[CH:16][CH:15]=[C:14]([C:18]([F:21])([F:20])[F:19])[CH:13]=2)[C:9]([OH:11])=O)[CH2:3]1.C(Cl)(=O)C(Cl)=O.[C:28]([Si:32]([CH3:43])([CH3:42])[O:33][CH2:34][CH2:35][N:36]1[CH:40]=[CH:39][C:38]([NH2:41])=[N:37]1)([CH3:31])([CH3:30])[CH3:29].N1C(C)=CC=CC=1C. Product: [C:28]([Si:32]([CH3:43])([CH3:42])[O:33][CH2:34][CH2:35][N:36]1[CH:40]=[CH:39][C:38]([NH:41][C:9](=[O:11])[C@@H:8]([C:12]2[CH:17]=[CH:16][CH:15]=[C:14]([C:18]([F:21])([F:20])[F:19])[CH:13]=2)[CH2:7][C@H:4]2[CH2:5][CH2:6][C:2](=[O:1])[CH2:3]2)=[N:37]1)([CH3:31])([CH3:30])[CH3:29]. The catalyst class is: 2. (8) Reactant: C([O:8][C:9]1[C:10]2[C:23](=[O:24])[N:22]([CH2:25][C:26]3[CH:31]=[CH:30][C:29]([F:32])=[C:28]([Cl:33])[CH:27]=3)[CH:21]=[C:20]([CH3:34])[C:11]=2[N:12]2[CH2:17][CH2:16][N:15]([CH3:18])[C:14](=[O:19])[C:13]=12)C1C=CC=CC=1.C(O)C. Product: [Cl:33][C:28]1[CH:27]=[C:26]([CH:31]=[CH:30][C:29]=1[F:32])[CH2:25][N:22]1[CH:21]=[C:20]([CH3:34])[C:11]2[N:12]3[CH2:17][CH2:16][N:15]([CH3:18])[C:14](=[O:19])[C:13]3=[C:9]([OH:8])[C:10]=2[C:23]1=[O:24]. The catalyst class is: 331. (9) Reactant: Br[C:2]1[CH:9]=[CH:8][C:5]([CH:6]=[O:7])=[CH:4][CH:3]=1.[C:10]([N:14]1[C:18]([C:19]2[CH:24]=[CH:23][C:22](F)=[CH:21][CH:20]=2)=[CH:17][C:16]([C:26]([NH2:28])=[O:27])=[N:15]1)([CH3:13])([CH3:12])[CH3:11].C(=O)([O-])[O-].[Cs+].[Cs+]. Product: [CH:6]([C:5]1[CH:8]=[CH:9][C:2]([NH:28][C:26]([C:16]2[CH:17]=[C:18]([C:19]3[CH:20]=[CH:21][CH:22]=[CH:23][CH:24]=3)[N:14]([C:10]([CH3:13])([CH3:12])[CH3:11])[N:15]=2)=[O:27])=[CH:3][CH:4]=1)=[O:7]. The catalyst class is: 12.